Dataset: Full USPTO retrosynthesis dataset with 1.9M reactions from patents (1976-2016). Task: Predict the reactants needed to synthesize the given product. (1) Given the product [Cl:32][C:33]1[CH:38]=[CH:37][CH:36]=[CH:35][C:34]=1[C:39]1[C:45]2[CH:46]=[C:47]([O:52][CH3:53])[C:48]([O:50][CH3:51])=[CH:49][C:44]=2[N:43]=[C:42]2[NH:54][NH:55][C:56]([CH3:57])=[C:41]2[N:40]=1, predict the reactants needed to synthesize it. The reactants are: NC1C=C(OC)C(OC)=CC=1C(C1C=CC=CC=1Cl)=O.NC1C(C)=NN(CC=C)C=1Cl.[Cl:32][C:33]1[CH:38]=[CH:37][CH:36]=[CH:35][C:34]=1[C:39]1[C:45]2[CH:46]=[C:47]([O:52][CH3:53])[C:48]([O:50][CH3:51])=[CH:49][C:44]=2[N:43]=[C:42]2[N:54](CC=C)[NH:55][C:56]([CH3:57])=[C:41]2[N:40]=1.[H-].C([Al+]CC(C)C)C(C)C. (2) Given the product [F:20][C:17]([F:18])([F:19])[C:13](=[O:16])[CH2:12][C:11]([C:4]1[CH:5]=[C:6]([S:9][CH3:10])[CH:7]=[CH:8][C:3]=1[O:2][CH3:1])([CH3:22])[CH3:21], predict the reactants needed to synthesize it. The reactants are: [CH3:1][O:2][C:3]1[CH:8]=[CH:7][C:6]([S:9][CH3:10])=[CH:5][C:4]=1[C:11]([CH3:22])([CH3:21])[CH2:12][C:13]([C:17]([F:20])([F:19])[F:18])([OH:16])CO.C([O-])(=O)C.[Pb+4].C([O-])(=O)C.C([O-])(=O)C.C([O-])(=O)C. (3) Given the product [OH:1][C@@H:2]([C@@H:4]([CH2:9][CH2:10][CH2:11][C:12]1[CH:13]=[CH:14][CH:15]=[CH:16][CH:17]=1)[C:5]([OH:7])=[O:6])[CH3:3], predict the reactants needed to synthesize it. The reactants are: [OH:1][C@@H:2]([C@@H:4]([CH2:9][CH2:10][CH2:11][C:12]1[CH:17]=[CH:16][CH:15]=[CH:14][CH:13]=1)[C:5]([O:7]C)=[O:6])[CH3:3].[OH-].[Na+]. (4) Given the product [C:42]1([O:1][C:2]2[CH:3]=[C:4]([C:8](=[O:41])[CH2:9][N:10]3[C:19](=[O:20])[C:18]4[N:17]([CH2:21][CH:22]=[C:23]([CH3:25])[CH3:24])[C:16]([N:26]5[CH2:31][CH2:30][CH2:29][CH:28]([NH:32][C:33]([O:35][C:36]([CH3:39])([CH3:38])[CH3:37])=[O:34])[CH2:27]5)=[N:15][C:14]=4[N:13]([CH3:40])[C:11]3=[O:12])[CH:5]=[CH:6][CH:7]=2)[CH:47]=[CH:46][CH:45]=[CH:44][CH:43]=1, predict the reactants needed to synthesize it. The reactants are: [OH:1][C:2]1[CH:3]=[C:4]([C:8](=[O:41])[CH2:9][N:10]2[C:19](=[O:20])[C:18]3[N:17]([CH2:21][CH:22]=[C:23]([CH3:25])[CH3:24])[C:16]([N:26]4[CH2:31][CH2:30][CH2:29][CH:28]([NH:32][C:33]([O:35][C:36]([CH3:39])([CH3:38])[CH3:37])=[O:34])[CH2:27]4)=[N:15][C:14]=3[N:13]([CH3:40])[C:11]2=[O:12])[CH:5]=[CH:6][CH:7]=1.[C:42]1(OB(O)O)[CH:47]=[CH:46][CH:45]=[CH:44][CH:43]=1.N1C=CC=CC=1. (5) Given the product [CH3:16][O:15][CH:3]([O:2][CH3:1])[CH2:4][C:5]1[CH:14]=[CH:13][C:8]([C:9]([O:11][CH3:12])=[O:10])=[CH:7][CH:6]=1, predict the reactants needed to synthesize it. The reactants are: [CH3:1][O:2][CH:3]=[CH:4][C:5]1[CH:14]=[CH:13][C:8]([C:9]([O:11][CH3:12])=[O:10])=[CH:7][CH:6]=1.[OH2:15].[C:16]1(C)C=CC(S(O)(=O)=O)=CC=1. (6) Given the product [Br:1][C:2]1[N:7]=[C:6]([Cl:8])[C:5](/[CH:11]=[CH:10]/[O:12][CH2:13][CH3:14])=[CH:4][CH:3]=1, predict the reactants needed to synthesize it. The reactants are: [Br:1][C:2]1[N:7]=[C:6]([Cl:8])[C:5](I)=[CH:4][CH:3]=1.[CH2:10]([O:12]/[CH:13]=[CH:14]/B1OC(C)(C)C(C)(C)O1)[CH3:11].C(=O)([O-])[O-].[Cs+].[Cs+].O1CCOCC1. (7) Given the product [CH2:11]([C:2]1[CH:7]=[C:6]([CH2:16][CH3:17])[N:5]=[CH:4][N:3]=1)[CH3:12], predict the reactants needed to synthesize it. The reactants are: Cl[C:2]1[CH:7]=[C:6](Cl)[N:5]=[CH:4][N:3]=1.CN1CC[CH2:12][C:11]1=O.[CH2:16]([Mg]Br)[CH3:17].[Cl-].[NH4+].